Predict the reactants needed to synthesize the given product. From a dataset of Full USPTO retrosynthesis dataset with 1.9M reactions from patents (1976-2016). The reactants are: CN(C=O)C.[N:6]1([CH2:12][CH2:13][NH:14][C:15]2[CH:20]=[CH:19][C:18]([N+:21]([O-:23])=[O:22])=[CH:17][CH:16]=2)[CH2:11][CH2:10][O:9][CH2:8][CH2:7]1.[C:24](O[C:24]([O:26][C:27]([CH3:30])([CH3:29])[CH3:28])=[O:25])([O:26][C:27]([CH3:30])([CH3:29])[CH3:28])=[O:25]. Given the product [C:27]([O:26][C:24](=[O:25])[N:14]([CH2:13][CH2:12][N:6]1[CH2:11][CH2:10][O:9][CH2:8][CH2:7]1)[C:15]1[CH:16]=[CH:17][C:18]([N+:21]([O-:23])=[O:22])=[CH:19][CH:20]=1)([CH3:30])([CH3:29])[CH3:28], predict the reactants needed to synthesize it.